Task: Predict the product of the given reaction.. Dataset: Forward reaction prediction with 1.9M reactions from USPTO patents (1976-2016) (1) Given the reactants C(O)C(N)(CO)CO.Cl.P([O:22][CH2:23][C@H:24]1O[C@@H:27](N2C3N=CN=C(N)C=3N=C2)[C@H:26](O)[C@@H:25]1O)(OP(OP(O)(O)=O)(O)=O)(=O)O.C(N(CC(O)=O)CC(O)=O)CN(CC(O)=O)CC(O)=O.[F-].[Na+].CCC(CO[C:70](C(N(CC[NH+](C)C)C)=O)([C:77]1[CH:82]=[CH:81][CH:80]=[CH:79][CH:78]=1)[C:71]1[CH:76]=[CH:75][CH:74]=[CH:73][CH:72]=1)CC.[Cl-].[C@@H:93]1([N:131]2[C:140]3[N:139]=[CH:138][N:137]=[C:135]([NH2:136])[C:134]=3[N:133]=[CH:132]2)[O:130][C@H:102]([CH2:103][O:104][P:105]([O:108][P:109]([O:112][CH2:113][C:114]([C@H:117]([C:119]([NH:121][CH2:122][CH2:123][C:124]([NH:126][CH2:127][CH2:128][SH:129])=[O:125])=[O:120])[OH:118])([CH3:116])[CH3:115])([OH:111])=[O:110])([OH:107])=[O:106])[C@@H:96]([O:97][P:98]([OH:101])([OH:100])=[O:99])[C@H:94]1[OH:95], predict the reaction product. The product is: [C:23]([S:129][CH2:128][CH2:127][NH:126][C:124](=[O:125])[CH2:123][CH2:122][NH:121][C:119](=[O:120])[C@H:117]([OH:118])[C:114]([CH3:116])([CH3:115])[CH2:113][O:112][P:109]([OH:111])(=[O:110])[O:108][P:105]([OH:107])(=[O:106])[O:104][CH2:103][C@H:102]1[O:130][C@@H:93]([N:131]2[C:140]3[N:139]=[CH:138][N:137]=[C:135]([NH2:136])[C:134]=3[N:133]=[CH:132]2)[C@H:94]([OH:95])[C@@H:96]1[O:97][P:98]([OH:101])([OH:100])=[O:99])(=[O:22])[CH2:24][CH2:25][CH2:26][CH2:27][CH2:78][CH2:79][CH2:80]/[CH:81]=[CH:82]\[CH2:77][CH2:70][CH2:71][CH2:76][CH2:75][CH2:74][CH2:73][CH3:72]. (2) Given the reactants C([O:4][CH2:5][C:6]1[C:11]([CH2:12][N:13]2[C:34](=[O:35])[N:16]3[CH:17]=[CH:18][C:19]([C:27]4[CH:32]=[CH:31][C:30]([Cl:33])=[CH:29][CH:28]=4)=[C:20]([C:21]4[CH:26]=[CH:25][N:24]=[CH:23][CH:22]=4)[C:15]3=[N:14]2)=[CH:10][CH:9]=[C:8]([C:36]([F:39])([F:38])[F:37])[N:7]=1)(=O)C.C([O-])([O-])=O.[K+].[K+], predict the reaction product. The product is: [Cl:33][C:30]1[CH:29]=[CH:28][C:27]([C:19]2[CH:18]=[CH:17][N:16]3[C:34](=[O:35])[N:13]([CH2:12][C:11]4[C:6]([CH2:5][OH:4])=[N:7][C:8]([C:36]([F:38])([F:39])[F:37])=[CH:9][CH:10]=4)[N:14]=[C:15]3[C:20]=2[C:21]2[CH:22]=[CH:23][N:24]=[CH:25][CH:26]=2)=[CH:32][CH:31]=1. (3) The product is: [NH2:27][C:24]1[CH:25]=[CH:26][C:21]([O:20][C:18]2[CH:19]=[C:14]([NH:13][C:11]([N:8]3[CH2:9][CH2:10][N:5]([CH2:4][CH2:3][N:2]([CH3:31])[CH3:1])[CH2:6][CH2:7]3)=[O:12])[N:15]=[CH:16][N:17]=2)=[C:22]([F:30])[CH:23]=1. Given the reactants [CH3:1][N:2]([CH3:31])[CH2:3][CH2:4][N:5]1[CH2:10][CH2:9][N:8]([C:11]([NH:13][C:14]2[CH:19]=[C:18]([O:20][C:21]3[CH:26]=[CH:25][C:24]([N+:27]([O-])=O)=[CH:23][C:22]=3[F:30])[N:17]=[CH:16][N:15]=2)=[O:12])[CH2:7][CH2:6]1, predict the reaction product.